The task is: Predict the reactants needed to synthesize the given product.. This data is from Full USPTO retrosynthesis dataset with 1.9M reactions from patents (1976-2016). (1) Given the product [Br:1][C:2]1[CH:7]=[CH:6][C:5]([CH:8]([C:10]2[CH:15]=[CH:14][C:13]([Br:16])=[CH:12][CH:11]=2)[OH:9])=[CH:4][CH:3]=1, predict the reactants needed to synthesize it. The reactants are: [Br:1][C:2]1[CH:7]=[CH:6][C:5]([C:8]([C:10]2[CH:15]=[CH:14][C:13]([Br:16])=[CH:12][CH:11]=2)=[O:9])=[CH:4][CH:3]=1.[BH4-].[Na+]. (2) Given the product [F:1][C:2]1[CH:3]=[CH:4][C:5]([C:8]2[O:9][C:10]3[CH:20]=[CH:19][C:18]([C:21]4[CH:22]=[C:23]([C:24](=[O:26])[NH:40][C:37]5([C:35]6[S:36][C:32]([CH3:31])=[CH:33][N:34]=6)[CH2:39][CH2:38]5)[CH:27]=[CH:28][C:29]=4[CH3:30])=[CH:17][C:11]=3[C:12]=2[C:13]([NH:14][CH3:15])=[O:16])=[CH:6][CH:7]=1, predict the reactants needed to synthesize it. The reactants are: [F:1][C:2]1[CH:7]=[CH:6][C:5]([C:8]2[O:9][C:10]3[CH:20]=[CH:19][C:18]([C:21]4[CH:22]=[C:23]([CH:27]=[CH:28][C:29]=4[CH3:30])[C:24]([OH:26])=O)=[CH:17][C:11]=3[C:12]=2[C:13](=[O:16])[NH:14][CH3:15])=[CH:4][CH:3]=1.[CH3:31][C:32]1[S:36][C:35]([C:37]2([NH2:40])[CH2:39][CH2:38]2)=[N:34][CH:33]=1.CCN=C=NCCCN(C)C.Cl.C1C=CC2N(O)N=NC=2C=1. (3) Given the product [Cl:26][C:12]1[N:7]2[N:6]=[C:5]([C:2]([CH3:4])=[CH2:3])[N:23]=[C:8]2[C:9]([C:21]#[N:22])=[C:10]([CH3:20])[C:11]=1[C:14]1[CH:19]=[CH:18][CH:17]=[CH:16][CH:15]=1, predict the reactants needed to synthesize it. The reactants are: O[C:2]([C:5]1[NH:23][C:8]2=[C:9]([C:21]#[N:22])[C:10]([CH3:20])=[C:11]([C:14]3[CH:19]=[CH:18][CH:17]=[CH:16][CH:15]=3)[C:12](=O)[N:7]2[N:6]=1)([CH3:4])[CH3:3].P(Cl)(Cl)([Cl:26])=O.